Dataset: Full USPTO retrosynthesis dataset with 1.9M reactions from patents (1976-2016). Task: Predict the reactants needed to synthesize the given product. (1) Given the product [CH:1]1([N:5]2[C:9]3[N:10]=[C:11]([CH:17]4[CH2:18][CH2:19]4)[CH:12]=[C:13]([C:14]([NH:21][CH2:22][C:23]4[C:24](=[O:31])[NH:25][C:26]([CH3:30])=[CH:27][C:28]=4[CH3:29])=[O:15])[C:8]=3[C:7]([CH3:20])=[N:6]2)[CH2:4][CH2:3][CH2:2]1, predict the reactants needed to synthesize it. The reactants are: [CH:1]1([N:5]2[C:9]3[N:10]=[C:11]([CH:17]4[CH2:19][CH2:18]4)[CH:12]=[C:13]([C:14](O)=[O:15])[C:8]=3[C:7]([CH3:20])=[N:6]2)[CH2:4][CH2:3][CH2:2]1.[NH2:21][CH2:22][C:23]1[C:24](=[O:31])[NH:25][C:26]([CH3:30])=[CH:27][C:28]=1[CH3:29].ON1C2N=CC=CC=2N=N1.C(Cl)CCl.CN1CCOCC1. (2) Given the product [NH2:18][C:5]1[C:6]([C:7]([NH:9][C:10]2[CH:11]=[N:12][CH:13]=[CH:14][C:15]=2[O:16][CH3:17])=[O:8])=[C:2]2[NH:1][C:25](=[O:28])[CH:26]=[CH:27][N:3]2[N:4]=1, predict the reactants needed to synthesize it. The reactants are: [NH2:1][C:2]1[C:6]([C:7]([NH:9][C:10]2[CH:11]=[N:12][CH:13]=[CH:14][C:15]=2[O:16][CH3:17])=[O:8])=[C:5]([NH2:18])[NH:4][N:3]=1.C([O-])([O-])=O.[Cs+].[Cs+].[C:25](OC)(=[O:28])[C:26]#[CH:27]. (3) The reactants are: C[O:2][C:3]([C:5]1[CH:10]=[CH:9][C:8]([C:11]2[C:12]([CH3:55])([CH3:54])[C@H:13]3[C@:26]([CH3:29])([CH2:27][CH:28]=2)[C@@H:25]2[C@:16]([CH3:53])([C@@:17]4([CH3:52])[C@H:22]([CH2:23][CH2:24]2)[C@H:21]2[C@H:30]([C:33]([CH3:35])=[CH2:34])[CH2:31][CH2:32][C@:20]2([NH:36][CH2:37][CH2:38][N:39]2[CH2:44][CH2:43][N:42]([C:45]([O:47][C:48]([CH3:51])([CH3:50])[CH3:49])=[O:46])[CH2:41][CH2:40]2)[CH2:19][CH2:18]4)[CH2:15][CH2:14]3)=[CH:7][CH:6]=1)=[O:4].[OH-].[Na+]. Given the product [C:48]([O:47][C:45]([N:42]1[CH2:41][CH2:40][N:39]([CH2:38][CH2:37][NH:36][C@:20]23[CH2:32][CH2:31][C@@H:30]([C:33]([CH3:35])=[CH2:34])[C@@H:21]2[C@@H:22]2[C@@:17]([CH3:52])([CH2:18][CH2:19]3)[C@@:16]3([CH3:53])[C@@H:25]([C@:26]4([CH3:29])[C@@H:13]([CH2:14][CH2:15]3)[C:12]([CH3:55])([CH3:54])[C:11]([C:8]3[CH:9]=[CH:10][C:5]([C:3]([OH:4])=[O:2])=[CH:6][CH:7]=3)=[CH:28][CH2:27]4)[CH2:24][CH2:23]2)[CH2:44][CH2:43]1)=[O:46])([CH3:49])([CH3:50])[CH3:51], predict the reactants needed to synthesize it.